This data is from Forward reaction prediction with 1.9M reactions from USPTO patents (1976-2016). The task is: Predict the product of the given reaction. (1) The product is: [Cl:1][C:2]1[CH:46]=[CH:45][C:5]2[NH:6][C:7]([C@@H:9]([NH:28][C:29](=[O:44])[C:30]3[CH:35]=[CH:34][C:33]([C:36]([N:38]4[CH2:42][CH2:41][CH2:40][CH2:39]4)=[O:37])=[C:32]([CH3:43])[CH:31]=3)[CH2:10][CH2:11][C:12]([N:14]3[CH2:18][CH2:17][CH2:16][C@@H:15]3[CH2:19][NH2:20])=[O:13])=[N:8][C:4]=2[CH:3]=1. Given the reactants [Cl:1][C:2]1[CH:46]=[CH:45][C:5]2[NH:6][C:7]([C@@H:9]([NH:28][C:29](=[O:44])[C:30]3[CH:35]=[CH:34][C:33]([C:36]([N:38]4[CH2:42][CH2:41][CH2:40][CH2:39]4)=[O:37])=[C:32]([CH3:43])[CH:31]=3)[CH2:10][CH2:11][C:12]([N:14]3[CH2:18][CH2:17][CH2:16][C@@H:15]3[CH2:19][NH:20]C(OC(C)(C)C)=O)=[O:13])=[N:8][C:4]=2[CH:3]=1.FC(F)(F)C(O)=O.ClCl, predict the reaction product. (2) Given the reactants [C:1]([O:5][C:6](=[O:30])[CH2:7][C@H:8]([C:18]1[O:22][N:21]=[C:20]([CH2:23][N:24]([CH2:26][C:27]([OH:29])=O)[CH3:25])[N:19]=1)[CH2:9][CH2:10][CH2:11][CH:12]1[CH2:17][CH2:16][CH2:15][CH2:14][CH2:13]1)([CH3:4])([CH3:3])[CH3:2].[CH3:31][NH2:32], predict the reaction product. The product is: [CH:12]1([CH2:11][CH2:10][CH2:9][C@@H:8]([C:18]2[O:22][N:21]=[C:20]([CH2:23][N:24]([CH3:25])[CH2:26][C:27]([NH:32][CH3:31])=[O:29])[N:19]=2)[CH2:7][C:6]([O:5][C:1]([CH3:3])([CH3:2])[CH3:4])=[O:30])[CH2:13][CH2:14][CH2:15][CH2:16][CH2:17]1. (3) Given the reactants [OH:1][CH:2]([CH2:16][CH2:17][CH2:18][CH2:19][CH2:20][CH3:21])[CH2:3][CH2:4][CH2:5][CH2:6][CH2:7][CH2:8][CH2:9][CH2:10][CH2:11][CH2:12][C:13]([OH:15])=[O:14].N1C=CC=CC=1.[C:28](Cl)(=[O:31])[CH2:29][CH3:30].O, predict the reaction product. The product is: [C:28]([O:1][CH:2]([CH2:16][CH2:17][CH2:18][CH2:19][CH2:20][CH3:21])[CH2:3][CH2:4][CH2:5][CH2:6][CH2:7][CH2:8][CH2:9][CH2:10][CH2:11][CH2:12][C:13]([OH:15])=[O:14])(=[O:31])[CH2:29][CH3:30]. (4) The product is: [Cl:25][C:5]1[C:6]([CH:8]([S:17][C:18]2[CH:19]=[CH:20][C:21]([Cl:24])=[CH:22][CH:23]=2)[C:9]2[CH:14]=[C:13]([F:15])[CH:12]=[CH:11][C:10]=2[F:16])=[CH:7][C:2]([NH:26][CH2:27][CH2:28][OH:29])=[N:3][CH:4]=1. Given the reactants Cl[C:2]1[CH:7]=[C:6]([CH:8]([S:17][C:18]2[CH:23]=[CH:22][C:21]([Cl:24])=[CH:20][CH:19]=2)[C:9]2[CH:14]=[C:13]([F:15])[CH:12]=[CH:11][C:10]=2[F:16])[C:5]([Cl:25])=[CH:4][N:3]=1.[NH2:26][CH2:27][CH2:28][OH:29], predict the reaction product. (5) Given the reactants CCN(C(C)C)C(C)C.[NH:10](C(OC(C)(C)C)=O)[C@H:11]([C:17]([O:19]C(C)(C)C)=[O:18])[CH2:12][CH2:13][C:14](=[O:16])O.Cl.[NH2:32][C:33]1[CH:34]=[C:35]([S:41]([OH:44])(=[O:43])=[O:42])[CH:36]=[C:37]([Cl:40])[C:38]=1[CH3:39].C1C=NC2N(O)N=NC=2C=1.CN(C(ON1N=NC2C=CC=NC1=2)=[N+](C)C)C.F[P-](F)(F)(F)(F)F, predict the reaction product. The product is: [Cl:40][C:37]1[C:38]([CH3:39])=[C:33]([NH:32][C:14](=[O:16])[CH2:13][CH2:12][C@@H:11]([C:17]([OH:19])=[O:18])[NH2:10])[CH:34]=[C:35]([S:41]([OH:44])(=[O:43])=[O:42])[CH:36]=1. (6) Given the reactants [Cr](Cl)([O-])(=O)=O.[NH+:6]1[CH:11]=[CH:10][CH:9]=[CH:8][CH:7]=1.C([O-])(=O)C.[Na+].[OH:17][CH:18]1[CH2:23][CH2:22][NH:21][CH2:20][CH2:19]1.[OH-].[Na+], predict the reaction product. The product is: [N:6]1[CH:11]=[CH:10][C:9]([N:21]2[CH2:22][CH2:23][C:18](=[O:17])[CH2:19][CH2:20]2)=[CH:8][CH:7]=1.